The task is: Regression. Given a peptide amino acid sequence and an MHC pseudo amino acid sequence, predict their binding affinity value. This is MHC class I binding data.. This data is from Peptide-MHC class I binding affinity with 185,985 pairs from IEDB/IMGT. (1) The peptide sequence is SHDLAPQFL. The MHC is HLA-A69:01 with pseudo-sequence HLA-A69:01. The binding affinity (normalized) is 0.0847. (2) The peptide sequence is FMVSVSDFR. The MHC is HLA-A03:01 with pseudo-sequence HLA-A03:01. The binding affinity (normalized) is 0.259. (3) The peptide sequence is ELIRRVRRY. The MHC is HLA-B08:02 with pseudo-sequence HLA-B08:02. The binding affinity (normalized) is 0.0847. (4) The peptide sequence is GRRGWEALKY. The MHC is HLA-A02:03 with pseudo-sequence HLA-A02:03. The binding affinity (normalized) is 0. (5) The peptide sequence is IELPEKDSW. The MHC is HLA-A29:02 with pseudo-sequence HLA-A29:02. The binding affinity (normalized) is 0. (6) The peptide sequence is SIFFDYMAI. The MHC is HLA-A23:01 with pseudo-sequence HLA-A23:01. The binding affinity (normalized) is 0.213.